This data is from Forward reaction prediction with 1.9M reactions from USPTO patents (1976-2016). The task is: Predict the product of the given reaction. Given the reactants [BH4-].[Na+].Cl.[CH2:4]1[CH2:8][O:7][CH2:6][CH2:5]1, predict the reaction product. The product is: [C:6]1(=[O:7])[CH:5]2[CH:4]([CH2:8][CH2:4][CH2:5][CH2:6]2)[CH2:8][O:7]1.